The task is: Predict the reactants needed to synthesize the given product.. This data is from Full USPTO retrosynthesis dataset with 1.9M reactions from patents (1976-2016). (1) Given the product [CH2:1]([NH:8][C:9]1[C:14]2=[C:15]([C:18]3[CH:23]=[CH:22][CH:21]=[CH:20][CH:19]=3)[CH:16]=[CH:17][N:13]2[N:12]=[C:11]([C:24]2[CH:29]=[C:28]([CH:30]([OH:31])[CH2:34][OH:33])[CH:27]=[N:26][CH:25]=2)[N:10]=1)[C:2]1[CH:7]=[CH:6][CH:5]=[CH:4][CH:3]=1, predict the reactants needed to synthesize it. The reactants are: [CH2:1]([NH:8][C:9]1[C:14]2=[C:15]([C:18]3[CH:23]=[CH:22][CH:21]=[CH:20][CH:19]=3)[CH:16]=[CH:17][N:13]2[N:12]=[C:11]([C:24]2[CH:25]=[N:26][CH:27]=[C:28]([CH:30]3[CH2:34][O:33]C(C)(C)[O:31]3)[CH:29]=2)[N:10]=1)[C:2]1[CH:7]=[CH:6][CH:5]=[CH:4][CH:3]=1. (2) Given the product [F:29][C:26]([F:27])([F:28])[S:23]([N-:22][S:19]([C:15]([F:16])([F:17])[F:18])(=[O:20])=[O:21])(=[O:24])=[O:25].[CH2:2]([N+:4]([CH2:7][CH2:8][CH2:9][CH2:10][CH2:11][CH2:12][OH:13])([CH3:5])[CH3:6])[CH3:3], predict the reactants needed to synthesize it. The reactants are: [Cl-].[CH2:2]([N+:4]([CH2:7][CH2:8][CH2:9][CH2:10][CH2:11][CH2:12][OH:13])([CH3:6])[CH3:5])[CH3:3].[Li+].[C:15]([S:19]([N-:22][S:23]([C:26]([F:29])([F:28])[F:27])(=[O:25])=[O:24])(=[O:21])=[O:20])([F:18])([F:17])[F:16]. (3) The reactants are: [NH2:1][C:2]1[N:7]=[C:6]([NH2:8])[C:5]([OH:9])=[C:4]([CH2:10][CH3:11])[N:3]=1.O.[OH-].[Li+].S(O[CH2:20][CH2:21][CH2:22][O:23][C:24]1[C:33]2[C:28](=[CH:29][CH:30]=[CH:31][CH:32]=2)[N:27]=[CH:26][CH:25]=1)(=O)(=O)C. Given the product [NH2:1][C:2]1[N:7]=[C:6]([NH2:8])[C:5]([O:9][CH2:20][CH2:21][CH2:22][O:23][C:24]2[C:33]3[C:28](=[CH:29][CH:30]=[CH:31][CH:32]=3)[N:27]=[CH:26][CH:25]=2)=[C:4]([CH2:10][CH3:11])[N:3]=1, predict the reactants needed to synthesize it. (4) Given the product [CH:15]1([N:18]([CH2:19][C:20]2[CH:25]=[CH:24][CH:23]=[CH:22][C:21]=2[O:26][CH3:27])[C:12](=[O:14])[CH2:11][CH2:10][CH2:9][S:8][C:5]2[CH:4]=[CH:3][C:2]([OH:1])=[CH:7][CH:6]=2)[CH2:17][CH2:16]1, predict the reactants needed to synthesize it. The reactants are: [OH:1][C:2]1[CH:7]=[CH:6][C:5]([S:8][CH2:9][CH2:10][CH2:11][C:12]([OH:14])=O)=[CH:4][CH:3]=1.[CH:15]1([NH:18][CH2:19][C:20]2[CH:25]=[CH:24][CH:23]=[CH:22][C:21]=2[O:26][CH3:27])[CH2:17][CH2:16]1.